Dataset: Forward reaction prediction with 1.9M reactions from USPTO patents (1976-2016). Task: Predict the product of the given reaction. (1) Given the reactants [C:1]([O:5][C:6]([N:8]1[CH2:13][CH2:12][CH:11]([CH2:14][O:15][C:16]2[CH:25]=[C:24]3[C:19]([C:20](Cl)=[N:21][CH:22]=[N:23]3)=[CH:18][C:17]=2[O:27][CH3:28])[CH2:10][CH2:9]1)=[O:7])([CH3:4])([CH3:3])[CH3:2].[OH:29][C:30]1[CH:31]=[C:32]2[C:36](=[CH:37][CH:38]=1)[NH:35][CH:34]=[C:33]2[CH3:39].C(=O)([O-])[O-].[K+].[K+], predict the reaction product. The product is: [C:1]([O:5][C:6]([N:8]1[CH2:13][CH2:12][CH:11]([CH2:14][O:15][C:16]2[CH:25]=[C:24]3[C:19]([C:20]([O:29][C:30]4[CH:31]=[C:32]5[C:36](=[CH:37][CH:38]=4)[NH:35][CH:34]=[C:33]5[CH3:39])=[N:21][CH:22]=[N:23]3)=[CH:18][C:17]=2[O:27][CH3:28])[CH2:10][CH2:9]1)=[O:7])([CH3:4])([CH3:3])[CH3:2]. (2) The product is: [C:1]([O:5][C:6](=[O:7])[NH:8][CH:9]([CH:27]1[CH2:32][CH2:31][CH2:30][CH2:29][CH2:28]1)[C:10]([N:12]1[CH2:13][CH2:14][CH:15]2[N:16]([S:23]([CH3:26])(=[O:24])=[O:25])[CH2:17][CH:18]([C:20](=[O:22])[NH:41][CH:34]([C:35]3[CH:40]=[CH:39][CH:38]=[CH:37][CH:36]=3)[CH3:33])[CH:19]12)=[O:11])([CH3:2])([CH3:4])[CH3:3]. Given the reactants [C:1]([O:5][C:6]([NH:8][CH:9]([CH:27]1[CH2:32][CH2:31][CH2:30][CH2:29][CH2:28]1)[C:10]([N:12]1[CH:19]2[CH:15]([N:16]([S:23]([CH3:26])(=[O:25])=[O:24])[CH2:17][CH:18]2[C:20]([OH:22])=O)[CH2:14][CH2:13]1)=[O:11])=[O:7])([CH3:4])([CH3:3])[CH3:2].[CH3:33][C@@H:34]([NH2:41])[C:35]1[CH:40]=[CH:39][CH:38]=[CH:37][CH:36]=1.C(Cl)CCl.C1C=CC2N(O)N=NC=2C=1.CCN(C(C)C)C(C)C, predict the reaction product. (3) Given the reactants Cl[C:2]1[CH:11]=[CH:10][C:5]([C:6]([O:8]C)=[O:7])=[C:4]([N+:12]([O-:14])=[O:13])[CH:3]=1.[C:15]1(B(O)O)[CH:20]=[CH:19][CH:18]=[CH:17][CH:16]=1.C(=O)([O-])[O-].[Na+].[Na+].Cl, predict the reaction product. The product is: [N+:12]([C:4]1[CH:3]=[C:2]([C:15]2[CH:20]=[CH:19][CH:18]=[CH:17][CH:16]=2)[CH:11]=[CH:10][C:5]=1[C:6]([OH:8])=[O:7])([O-:14])=[O:13]. (4) Given the reactants [CH:1]1([C:7]2[CH:12]=[CH:11][C:10]([CH3:13])=[CH:9][C:8]=2[OH:14])[CH2:6][CH2:5][CH2:4][CH2:3][CH2:2]1.[F:15][C:16]1[CH:17]=[C:18]([CH:28]([NH:30][C:31]([C:33]2[N:34]=[C:35](Cl)[O:36][CH:37]=2)=[O:32])[CH3:29])[CH:19]=[C:20]([F:27])[C:21]=1[NH:22][S:23]([CH3:26])(=[O:25])=[O:24].C([O-])([O-])=O.[K+].[K+], predict the reaction product. The product is: [F:27][C:20]1[CH:19]=[C:18]([CH:28]([NH:30][C:31]([C:33]2[N:34]=[C:35]([O:14][C:8]3[CH:9]=[C:10]([CH3:13])[CH:11]=[CH:12][C:7]=3[CH:1]3[CH2:2][CH2:3][CH2:4][CH2:5][CH2:6]3)[O:36][CH:37]=2)=[O:32])[CH3:29])[CH:17]=[C:16]([F:15])[C:21]=1[NH:22][S:23]([CH3:26])(=[O:25])=[O:24].